This data is from Peptide-MHC class II binding affinity with 134,281 pairs from IEDB. The task is: Regression. Given a peptide amino acid sequence and an MHC pseudo amino acid sequence, predict their binding affinity value. This is MHC class II binding data. (1) The peptide sequence is GKVDTGVAVSRGTAK. The MHC is HLA-DQA10201-DQB10301 with pseudo-sequence HLA-DQA10201-DQB10301. The binding affinity (normalized) is 0.683. (2) The peptide sequence is SMPFGKTPVLEIDGK. The MHC is HLA-DPA10201-DPB10501 with pseudo-sequence HLA-DPA10201-DPB10501. The binding affinity (normalized) is 0.242. (3) The peptide sequence is KEPIVGAETFYVDGA. The MHC is HLA-DPA10103-DPB10301 with pseudo-sequence HLA-DPA10103-DPB10301. The binding affinity (normalized) is 0.0523. (4) The peptide sequence is EVDISVVVQDPKNVY. The MHC is DRB1_1301 with pseudo-sequence DRB1_1301. The binding affinity (normalized) is 0.307. (5) The peptide sequence is PDATHLGPQFCKSCW. The MHC is DRB1_0101 with pseudo-sequence DRB1_0101. The binding affinity (normalized) is 0.117. (6) The peptide sequence is LRKAFDAFDREKSGS. The MHC is HLA-DQA10104-DQB10503 with pseudo-sequence HLA-DQA10104-DQB10503. The binding affinity (normalized) is 0.223.